Predict the reaction yield, written as a fraction of the theoretical maximum amount of product (1.0 means a 100% yield; for example, 0.34 means a 34% yield). From a dataset of Reaction yield outcomes from USPTO patents with 853,638 reactions. The yield is 0.850. The catalyst is C(Cl)Cl. The reactants are [N:1]1[CH:6]=[CH:5][CH:4]=[C:3]([S:7](Cl)(=[O:9])=[O:8])[CH:2]=1.[NH2:11][CH2:12][C:13]1[N:18]=[C:17]([N:19]([CH2:27][C:28]([O:30][C:31]([CH3:34])([CH3:33])[CH3:32])=[O:29])[C:20]([O:22][C:23]([CH3:26])([CH3:25])[CH3:24])=[O:21])[CH:16]=[CH:15][CH:14]=1.C(N(CC)CC)C.S([O-])(O)(=O)=O.[K+]. The product is [C:23]([O:22][C:20]([N:19]([CH2:27][C:28]([O:30][C:31]([CH3:34])([CH3:33])[CH3:32])=[O:29])[C:17]1[CH:16]=[CH:15][CH:14]=[C:13]([CH2:12][NH:11][S:7]([C:3]2[CH:2]=[N:1][CH:6]=[CH:5][CH:4]=2)(=[O:9])=[O:8])[N:18]=1)=[O:21])([CH3:26])([CH3:25])[CH3:24].